This data is from Catalyst prediction with 721,799 reactions and 888 catalyst types from USPTO. The task is: Predict which catalyst facilitates the given reaction. (1) Reactant: Cl[CH2:2][CH:3]=O.C([O:9][C:10](=[O:27])[C:11]1[C:16]([NH:17][C:18]2[CH:23]=[CH:22][C:21]([Br:24])=[CH:20][C:19]=2[Cl:25])=[CH:15][C:14]([NH2:26])=[N:13][CH:12]=1)(C)(C)C. Product: [Br:24][C:21]1[CH:22]=[CH:23][C:18]([NH:17][C:16]2[C:11]([C:10]([OH:9])=[O:27])=[CH:12][N:13]3[CH:2]=[CH:3][N:26]=[C:14]3[CH:15]=2)=[C:19]([Cl:25])[CH:20]=1. The catalyst class is: 351. (2) Product: [Cl:1][C:2]1[CH:10]=[CH:9][C:8]([O:11][C:12]([F:13])([F:14])[F:15])=[C:7]2[C:3]=1[CH:4]=[CH:5][N:6]2[CH2:21][CH2:20][O:19][CH3:18]. Reactant: [Cl:1][C:2]1[CH:10]=[CH:9][C:8]([O:11][C:12]([F:15])([F:14])[F:13])=[C:7]2[C:3]=1[CH:4]=[CH:5][NH:6]2.[OH-].[K+].[CH3:18][O:19][CH2:20][CH2:21]Br. The catalyst class is: 16. (3) Reactant: [CH3:1][O:2][C:3]1[CH:4]=[C:5]([C:14]2[O:18][C:17]([C:19]3[C:20]([C:25]([F:28])([F:27])[F:26])=[N:21][CH:22]=[CH:23][CH:24]=3)=[N:16][N:15]=2)[CH:6]=[C:7]([N+:11]([O-:13])=[O:12])[C:8]=1[O:9][CH3:10].FC(F)(F)C(OC(=O)C(F)(F)F)=[O:32]. Product: [CH3:1][O:2][C:3]1[CH:4]=[C:5]([C:14]2[O:18][C:17]([C:19]3[C:20]([C:25]([F:28])([F:27])[F:26])=[N+:21]([O-:32])[CH:22]=[CH:23][CH:24]=3)=[N:16][N:15]=2)[CH:6]=[C:7]([N+:11]([O-:13])=[O:12])[C:8]=1[O:9][CH3:10]. The catalyst class is: 4. (4) The catalyst class is: 14. Product: [Cl:7][C:6]1[C:5](=[O:8])[N:4]([CH2:9][CH3:10])[C:3](=[O:11])[C:2]=1[S:18][C:13]1[CH:14]=[CH:15][CH:16]=[CH:17][C:12]=1[SH:19]. Reactant: Cl[C:2]1[C:3](=[O:11])[N:4]([CH2:9][CH3:10])[C:5](=[O:8])[C:6]=1[Cl:7].[C:12]1([SH:19])[C:13]([SH:18])=[CH:14][CH:15]=[CH:16][CH:17]=1. (5) Reactant: C(N(CC)CC)C.[NH2:8][C@@H:9]1[CH2:15][CH2:14][C@@H:13]([C:16]2[CH:21]=[CH:20][CH:19]=[C:18]([F:22])[C:17]=2[F:23])[CH2:12][N:11]2[C:24]([C:27]([CH3:33])([O:29][CH2:30][CH2:31][OH:32])[CH3:28])=[CH:25][N:26]=[C:10]12.Cl[C:35](OC1C=CC([N+]([O-])=O)=CC=1)=[O:36].[NH:47]1[CH2:52][CH2:51][CH:50]([N:53]2[CH2:62][C:61]3[C:56](=[CH:57][CH:58]=[CH:59][CH:60]=3)[NH:55][C:54]2=[O:63])[CH2:49][CH2:48]1.C(=O)([O-])[O-].[Na+].[Na+]. Product: [F:23][C:17]1[C:18]([F:22])=[CH:19][CH:20]=[CH:21][C:16]=1[C@H:13]1[CH2:12][N:11]2[C:24]([C:27]([O:29][CH2:30][CH2:31][OH:32])([CH3:33])[CH3:28])=[CH:25][N:26]=[C:10]2[C@H:9]([NH:8][C:35]([N:47]2[CH2:48][CH2:49][CH:50]([N:53]3[CH2:62][C:61]4[C:56](=[CH:57][CH:58]=[CH:59][CH:60]=4)[NH:55][C:54]3=[O:63])[CH2:51][CH2:52]2)=[O:36])[CH2:15][CH2:14]1. The catalyst class is: 7. (6) Reactant: [N:1]1([C:7]2[N:8]=[C:9]3[NH:17][C@H:16]([C:18]([F:21])([F:20])[F:19])[CH2:15][CH2:14][N:10]3[C:11](=[O:13])[CH:12]=2)[CH2:6][CH2:5][O:4][CH2:3][CH2:2]1.[H-].[Na+].[F:24][C:25]1[CH:33]=[CH:32][CH:31]=[C:30]([F:34])[C:26]=1[C:27](Cl)=[O:28].C(Cl)Cl.CO. Product: [F:24][C:25]1[CH:33]=[CH:32][CH:31]=[C:30]([F:34])[C:26]=1[C:27]([N:17]1[C:9]2=[N:8][C:7]([N:1]3[CH2:6][CH2:5][O:4][CH2:3][CH2:2]3)=[CH:12][C:11](=[O:13])[N:10]2[CH2:14][CH2:15][C@H:16]1[C:18]([F:20])([F:21])[F:19])=[O:28]. The catalyst class is: 7. (7) Reactant: C([CH2:4][O:5][CH2:6][C:7]1[O:8][C:9]([CH2:13][NH:14][C:15]([C:17]2[CH:21]=[C:20]([NH:22][C:23](=[O:33])[C:24]3[CH:29]=[C:28]([F:30])[C:27]([F:31])=[CH:26][C:25]=3[Cl:32])[NH:19][N:18]=2)=[O:16])=[C:10]([CH3:12])[N:11]=1)(O)=O.[CH2:34]([NH2:41])[C:35]1[CH:40]=[CH:39][CH:38]=[CH:37][CH:36]=1.O.ON1C2C=CC=CC=2N=N1.CCN=C=NCCCN(C)C.Cl.[C:65](=O)([O-])[OH:66].[Na+]. Product: [CH2:34]([NH:41][C:65]([CH:6]([O:5][CH3:4])[C:7]1[O:8][C:9]([CH2:13][NH:14][C:15]([C:17]2[CH:21]=[C:20]([NH:22][C:23](=[O:33])[C:24]3[CH:29]=[C:28]([F:30])[C:27]([F:31])=[CH:26][C:25]=3[Cl:32])[NH:19][N:18]=2)=[O:16])=[C:10]([CH3:12])[N:11]=1)=[O:66])[C:35]1[CH:40]=[CH:39][CH:38]=[CH:37][CH:36]=1. The catalyst class is: 9. (8) Reactant: [S:1]1[C:5]2[CH:6]=[CH:7][CH:8]=[CH:9][C:4]=2[C:3]([CH2:10][CH2:11][O:12][CH2:13][CH2:14][N:15]2[CH2:19][CH2:18][C@@H:17]([OH:20])[CH2:16]2)=[CH:2]1.[ClH:21]. Product: [ClH:21].[S:1]1[C:5]2[CH:6]=[CH:7][CH:8]=[CH:9][C:4]=2[C:3]([CH2:10][CH2:11][O:12][CH2:13][CH2:14][N:15]2[CH2:19][CH2:18][C@@H:17]([OH:20])[CH2:16]2)=[CH:2]1. The catalyst class is: 13.